Predict the product of the given reaction. From a dataset of Forward reaction prediction with 1.9M reactions from USPTO patents (1976-2016). (1) Given the reactants O=P(Cl)(Cl)Cl.[CH:6]([C:9]1[NH:19][C:12]2=[CH:13][N:14]=[C:15]([O:17][CH3:18])[CH:16]=[C:11]2[CH:10]=1)([CH3:8])[CH3:7].CN([CH:23]=[O:24])C, predict the reaction product. The product is: [CH:6]([C:9]1[NH:19][C:12]2=[CH:13][N:14]=[C:15]([O:17][CH3:18])[CH:16]=[C:11]2[C:10]=1[CH:23]=[O:24])([CH3:8])[CH3:7]. (2) Given the reactants [CH:1]1([C:4]2[CH:9]=[CH:8][N:7]=[CH:6][C:5]=2[N:10]2[CH2:14][CH2:13][NH:12][C:11]2=[O:15])[CH2:3][CH2:2]1.[Cl:16][C:17]1[CH:22]=[C:21](Cl)[N:20]=[CH:19][N:18]=1.CN[C@@H]1CCCC[C@H]1NC.P([O-])([O-])([O-])=O.[K+].[K+].[K+], predict the reaction product. The product is: [Cl:16][C:17]1[N:18]=[CH:19][N:20]=[C:21]([N:12]2[CH2:13][CH2:14][N:10]([C:5]3[CH:6]=[N:7][CH:8]=[CH:9][C:4]=3[CH:1]3[CH2:3][CH2:2]3)[C:11]2=[O:15])[CH:22]=1. (3) Given the reactants [C:1]([C:3]1[CH:4]=[CH:5][C:6]([N:13]2[CH:17]=[CH:16][N:15]=[CH:14]2)=[C:7]([CH:12]=1)[C:8]([O:10][CH3:11])=[O:9])#[N:2].N, predict the reaction product. The product is: [NH2:2][CH2:1][C:3]1[CH:4]=[CH:5][C:6]([N:13]2[CH:17]=[CH:16][N:15]=[CH:14]2)=[C:7]([CH:12]=1)[C:8]([O:10][CH3:11])=[O:9].